Dataset: Reaction yield outcomes from USPTO patents with 853,638 reactions. Task: Predict the reaction yield, written as a fraction of the theoretical maximum amount of product (1.0 means a 100% yield; for example, 0.34 means a 34% yield). (1) The reactants are [Br:1][C:2]1[CH:3]=[C:4]2[C:9](=[CH:10][CH:11]=1)[N:8]=[C:7]([O:12][CH3:13])[C:6]([CH:14](Br)[C:15]1[CH:20]=[CH:19][CH:18]=[CH:17][CH:16]=1)=[CH:5]2.[NH:22]1[CH:26]=[CH:25][N:24]=[CH:23]1.C(=O)([O-])[O-].[K+].[K+]. The catalyst is CN(C)C=O. The product is [Br:1][C:2]1[CH:3]=[C:4]2[C:9](=[CH:10][CH:11]=1)[N:8]=[C:7]([O:12][CH3:13])[C:6]([CH:14]([N:22]1[CH:26]=[CH:25][N:24]=[CH:23]1)[C:15]1[CH:20]=[CH:19][CH:18]=[CH:17][CH:16]=1)=[CH:5]2. The yield is 0.240. (2) The reactants are [NH2:1][C:2]1[C:7]2[C:8]([C:11]3[CH:16]=[CH:15][C:14]([NH:17][C:18]([C:20]4[N:21]([CH3:29])[C:22]5[C:27]([CH:28]=4)=[CH:26][CH:25]=[CH:24][CH:23]=5)=[O:19])=[C:13]([O:30][CH3:31])[CH:12]=3)=[CH:9][S:10][C:6]=2[C:5]([C:32]#[N:33])=[CH:4][N:3]=1.C(=O)([O-])[O-:35].[K+].[K+].OO. The catalyst is CS(C)=O. The product is [NH2:1][C:2]1[C:7]2[C:8]([C:11]3[CH:16]=[CH:15][C:14]([NH:17][C:18]([C:20]4[N:21]([CH3:29])[C:22]5[C:27]([CH:28]=4)=[CH:26][CH:25]=[CH:24][CH:23]=5)=[O:19])=[C:13]([O:30][CH3:31])[CH:12]=3)=[CH:9][S:10][C:6]=2[C:5]([C:32]([NH2:33])=[O:35])=[CH:4][N:3]=1. The yield is 0.0400. (3) The reactants are Br[CH2:2][CH2:3][N:4]1[C:8]([CH2:9]Br)=[CH:7][C:6]([N+:11]([O-:13])=[O:12])=[N:5]1.[CH3:14][NH2:15]. The catalyst is C1COCC1. The product is [CH3:14][N:15]1[CH2:2][CH2:3][N:4]2[N:5]=[C:6]([N+:11]([O-:13])=[O:12])[CH:7]=[C:8]2[CH2:9]1. The yield is 0.970.